From a dataset of Reaction yield outcomes from USPTO patents with 853,638 reactions. Predict the reaction yield, written as a fraction of the theoretical maximum amount of product (1.0 means a 100% yield; for example, 0.34 means a 34% yield). (1) The reactants are [CH3:1][O:2][C:3]([C:5]1([S:11]([C:14]2[CH:19]=[CH:18][C:17]([O:20][CH2:21][C:22]#[C:23][CH3:24])=[CH:16][CH:15]=2)(=[O:13])=[O:12])[CH2:10][CH2:9][NH:8][CH2:7][CH2:6]1)=[O:4].C(N(CC)CC)C.[C:32](Cl)(=[O:34])[CH3:33].CN(C1C=CC=CN=1)C. The catalyst is C(Cl)Cl. The product is [CH3:1][O:2][C:3]([C:5]1([S:11]([C:14]2[CH:15]=[CH:16][C:17]([O:20][CH2:21][C:22]#[C:23][CH3:24])=[CH:18][CH:19]=2)(=[O:13])=[O:12])[CH2:10][CH2:9][N:8]([C:32](=[O:34])[CH3:33])[CH2:7][CH2:6]1)=[O:4]. The yield is 0.800. (2) The reactants are [OH:1][C:2]1[CH:3]=[C:4]([CH:9]=[C:10]([O:12][C@@H:13]2[CH2:17][CH2:16][N:15]([CH3:18])[C:14]2=[O:19])[CH:11]=1)[C:5]([O:7][CH3:8])=[O:6].[N:20]1([C:24]([C:26]2[CH:31]=[N:30][C:29](Cl)=[CH:28][N:27]=2)=[O:25])[CH2:23][CH2:22][CH2:21]1.C(=O)([O-])[O-]. The catalyst is CC(N(C)C)=O. The product is [N:20]1([C:24]([C:26]2[N:27]=[CH:28][C:29]([O:1][C:2]3[CH:3]=[C:4]([CH:9]=[C:10]([O:12][C@@H:13]4[CH2:17][CH2:16][N:15]([CH3:18])[C:14]4=[O:19])[CH:11]=3)[C:5]([O:7][CH3:8])=[O:6])=[N:30][CH:31]=2)=[O:25])[CH2:23][CH2:22][CH2:21]1. The yield is 0.680. (3) The reactants are FC(F)(F)S([O:6][Si:7]([CH:14]([CH3:16])[CH3:15])([CH:11]([CH3:13])[CH3:12])[CH:8]([CH3:10])[CH3:9])(=O)=O.[F:19][C:20]1[CH:21]=[CH:22][C:23]2[N:24]([C:26]([N:29]3[CH2:33][CH2:32][C@@H:31](O)[CH2:30]3)=[N:27][N:28]=2)[CH:25]=1.CCN(CC)CC.N. The catalyst is CO.C(Cl)Cl.CN(C=O)C. The product is [F:19][C:20]1[CH:21]=[CH:22][C:23]2[N:24]([C:26]([N:29]3[CH2:33][CH2:32][C@@H:31]([O:6][Si:7]([CH:8]([CH3:9])[CH3:10])([CH:11]([CH3:12])[CH3:13])[CH:14]([CH3:15])[CH3:16])[CH2:30]3)=[N:27][N:28]=2)[CH:25]=1. The yield is 0.900.